From a dataset of Catalyst prediction with 721,799 reactions and 888 catalyst types from USPTO. Predict which catalyst facilitates the given reaction. (1) Reactant: [CH:1]([N:3]1[CH2:8][CH2:7][CH:6]([OH:9])[CH2:5][CH2:4]1)=[O:2].[H-].[Na+].I[CH3:13]. Product: [CH3:13][O:9][CH:6]1[CH2:7][CH2:8][N:3]([CH:1]=[O:2])[CH2:4][CH2:5]1. The catalyst class is: 7. (2) Reactant: [H-].[Na+].[CH2:3]([O:10][C:11]1[CH:19]=[CH:18][CH:17]=[C:16]2[C:12]=1[CH:13]=[C:14]([C:20]([O:22][CH2:23][CH3:24])=[O:21])[NH:15]2)[C:4]1[CH:9]=[CH:8][CH:7]=[CH:6][CH:5]=1.[CH3:25]I. Product: [CH2:3]([O:10][C:11]1[CH:19]=[CH:18][CH:17]=[C:16]2[C:12]=1[CH:13]=[C:14]([C:20]([O:22][CH2:23][CH3:24])=[O:21])[N:15]2[CH3:25])[C:4]1[CH:5]=[CH:6][CH:7]=[CH:8][CH:9]=1. The catalyst class is: 3. (3) Reactant: [Cl:1][C:2]1[CH:7]=[CH:6][C:5]([CH:8]2[N:12]([C:13]3[CH:18]=[CH:17][C:16]([Cl:19])=[CH:15][C:14]=3[Cl:20])[N:11]=[C:10]([C:21]([OH:23])=[O:22])[CH2:9]2)=[CH:4][CH:3]=1.CO.[CH3:26]C1C=CC(S(O)(=O)=O)=CC=1.O. Product: [CH3:26][O:22][C:21]([C:10]1[CH2:9][CH:8]([C:5]2[CH:4]=[CH:3][C:2]([Cl:1])=[CH:7][CH:6]=2)[N:12]([C:13]2[CH:18]=[CH:17][C:16]([Cl:19])=[CH:15][C:14]=2[Cl:20])[N:11]=1)=[O:23]. The catalyst class is: 11. (4) Reactant: [N:1]1[N:9]2[C:4]([CH2:5][CH2:6][S:7][CH2:8]2)=[CH:3][C:2]=1[CH2:10][OH:11]. Product: [N:1]1[N:9]2[C:4]([CH2:5][CH2:6][S:7][CH2:8]2)=[CH:3][C:2]=1[CH:10]=[O:11]. The catalyst class is: 703. (5) Reactant: [CH2:1]1[O:11][C:4]2([CH2:9][CH2:8][C:7](=[O:10])[CH2:6][CH2:5]2)[O:3][CH2:2]1.[Li+].C[Si]([N-][Si](C)(C)C)(C)C.[Br:22][C:23]1[O:27][C:26]([C:28](Cl)=[O:29])=[CH:25][CH:24]=1.[OH-].[Na+]. Product: [Br:22][C:23]1[O:27][C:26]([C:28]([CH:8]2[C:7](=[O:10])[CH2:6][CH2:5][C:4]3([O:3][CH2:2][CH2:1][O:11]3)[CH2:9]2)=[O:29])=[CH:25][CH:24]=1. The catalyst class is: 1. (6) Reactant: [C:1]([O:5][C:6](=[O:31])[NH:7][C@H:8]([C:16]1[NH:20][C:19]2[CH:21]=[C:22]([C:25]#[C:26][Si](C)(C)C)[CH:23]=[CH:24][C:18]=2[N:17]=1)[CH2:9][C:10]1[CH:15]=[CH:14][CH:13]=[CH:12][CH:11]=1)([CH3:4])([CH3:3])[CH3:2].C(=O)([O-])[O-].[K+].[K+]. Product: [C:1]([O:5][C:6](=[O:31])[NH:7][C@H:8]([C:16]1[NH:20][C:19]2[CH:21]=[C:22]([C:25]#[CH:26])[CH:23]=[CH:24][C:18]=2[N:17]=1)[CH2:9][C:10]1[CH:15]=[CH:14][CH:13]=[CH:12][CH:11]=1)([CH3:2])([CH3:4])[CH3:3]. The catalyst class is: 5.